From a dataset of Reaction yield outcomes from USPTO patents with 853,638 reactions. Predict the reaction yield, written as a fraction of the theoretical maximum amount of product (1.0 means a 100% yield; for example, 0.34 means a 34% yield). (1) The reactants are Br[CH2:2][C:3]1[CH:8]=[CH:7][C:6]([F:9])=[C:5]([F:10])[C:4]=1[CH3:11].[C-:12]#[N:13].[Na+].O. The catalyst is CN(C=O)C. The product is [F:10][C:5]1[C:4]([CH3:11])=[C:3]([CH2:2][C:12]#[N:13])[CH:8]=[CH:7][C:6]=1[F:9]. The yield is 0.830. (2) The reactants are [Br:1][C:2]1[CH:7]=[CH:6][C:5]([N+:8]([O-])=O)=[CH:4][C:3]=1[CH3:11]. The catalyst is [Ni].CO. The product is [Br:1][C:2]1[CH:7]=[CH:6][C:5]([NH2:8])=[CH:4][C:3]=1[CH3:11]. The yield is 0.990. (3) The reactants are Br[C:2]1[CH:3]=[C:4]([C:8]2[N:9]=[C:10]([CH:20]([CH3:22])[CH3:21])[NH:11][C:12]=2[C:13]2[CH:18]=[CH:17][CH:16]=[C:15]([CH3:19])[N:14]=2)[CH:5]=[CH:6][CH:7]=1.[C:23]([C:25]1[S:29][C:28](B(O)O)=[CH:27][CH:26]=1)#N.C1(P(C2CCCCC2)C2C=CC=CC=2C2C(OC)=CC=CC=2[O:54][CH3:55])CCCCC1.O.C(#[N:65])C. The catalyst is COCCOC.C(OCC)(=O)C.C1C=CC(/C=C/C(/C=C/C2C=CC=CC=2)=O)=CC=1.C1C=CC(/C=C/C(/C=C/C2C=CC=CC=2)=O)=CC=1.C1C=CC(/C=C/C(/C=C/C2C=CC=CC=2)=O)=CC=1.[Pd].[Pd]. The product is [CH:20]([C:10]1[NH:11][C:12]([C:13]2[CH:18]=[CH:17][CH:16]=[C:15]([CH3:19])[N:14]=2)=[C:8]([C:4]2[CH:3]=[C:2]([C:28]3[S:29][C:25]([CH2:23][C:55]([NH2:65])=[O:54])=[CH:26][CH:27]=3)[CH:7]=[CH:6][CH:5]=2)[N:9]=1)([CH3:22])[CH3:21]. The yield is 0.320. (4) The reactants are Br[C:2]1[CH:9]=[CH:8][C:5]([CH:6]=[O:7])=[CH:4][CH:3]=1.[Cl:10][C:11]1[CH:16]=[CH:15][C:14](B(O)O)=[CH:13][CH:12]=1.[F-].[K+]. The catalyst is C1COCC1. The product is [Cl:10][C:11]1[CH:16]=[CH:15][C:14]([C:2]2[CH:9]=[CH:8][C:5]([CH:6]=[O:7])=[CH:4][CH:3]=2)=[CH:13][CH:12]=1. The yield is 0.990. (5) The reactants are [Cl:1][C:2]1[CH:3]=[C:4]([CH:7]=[C:8]([O:10]C)[CH:9]=1)[CH:5]=[O:6].B(Br)(Br)Br.O. The catalyst is C(Cl)Cl. The product is [Cl:1][C:2]1[CH:3]=[C:4]([CH:7]=[C:8]([OH:10])[CH:9]=1)[CH:5]=[O:6]. The yield is 0.250. (6) The reactants are [CH2:1]([N:12]([CH2:17][C:18]([OH:20])=[O:19])[CH2:13][C:14]([OH:16])=[O:15])[CH2:2][N:3]([CH2:8][C:9]([OH:11])=[O:10])[CH2:4][C:5]([OH:7])=[O:6].[OH-].[K+:22].C(N(CC(O)=O)CC(O)=O)CN(CC(O)=O)CC(O)=O.[K].[K].[K]. The catalyst is O. The product is [CH2:2]([N:3]([CH2:8][C:9]([O-:11])=[O:10])[CH2:4][C:5]([OH:7])=[O:6])[CH2:1][N:12]([CH2:17][C:18]([O-:20])=[O:19])[CH2:13][C:14]([O-:16])=[O:15].[K+:22].[K+:22].[K+:22]. The yield is 0.520. (7) The reactants are [Br:1][C:2]1[N:7]=[CH:6][C:5]([NH2:8])=[C:4]([C:9]2[C:10](F)=[N:11][CH:12]=[CH:13][CH:14]=2)[CH:3]=1.C[Si]([N-][Si](C)(C)C)(C)C.[Na+].[F-].[K+]. The catalyst is C1COCC1. The product is [Br:1][C:2]1[N:7]=[CH:6][C:5]2[NH:8][C:10]3[N:11]=[CH:12][CH:13]=[CH:14][C:9]=3[C:4]=2[CH:3]=1. The yield is 0.750.